This data is from Reaction yield outcomes from USPTO patents with 853,638 reactions. The task is: Predict the reaction yield, written as a fraction of the theoretical maximum amount of product (1.0 means a 100% yield; for example, 0.34 means a 34% yield). (1) The reactants are [CH3:1][O:2][C:3]1[CH:8]=[CH:7][C:6]([C:9]2[CH:14]=[CH:13][N:12]=[C:11]([NH:15][CH:16]([CH2:19][O:20][CH3:21])[CH2:17][CH3:18])[C:10]=2[N+:22]([O-])=O)=[C:5]([CH3:25])[CH:4]=1.Cl[Sn]Cl. The catalyst is C(O)C. The product is [CH3:1][O:2][C:3]1[CH:8]=[CH:7][C:6]([C:9]2[CH:14]=[CH:13][N:12]=[C:11]([NH:15][CH:16]([CH2:19][O:20][CH3:21])[CH2:17][CH3:18])[C:10]=2[NH2:22])=[C:5]([CH3:25])[CH:4]=1. The yield is 0.990. (2) The reactants are [CH2:1]([O:3][C:4]([C:6]1[N:7]([C:26]2[CH:31]=[CH:30][C:29]([O:32][CH:33]([CH3:35])[CH3:34])=[CH:28][CH:27]=2)[C:8]2[C:13]([CH:14]=1)=[CH:12][C:11]([O:15][C:16]1[CH:21]=[CH:20][C:19]([C:22]([F:25])([F:24])[F:23])=[CH:18][CH:17]=1)=[CH:10][CH:9]=2)=[O:5])[CH3:2].C([O-])(O)=O.[Na+].C(Cl)[Cl:42]. No catalyst specified. The product is [CH2:1]([O:3][C:4]([C:6]1[N:7]([C:26]2[CH:27]=[CH:28][C:29]([O:32][CH:33]([CH3:34])[CH3:35])=[CH:30][CH:31]=2)[C:8]2[C:13]([C:14]=1[Cl:42])=[CH:12][C:11]([O:15][C:16]1[CH:17]=[CH:18][C:19]([C:22]([F:24])([F:25])[F:23])=[CH:20][CH:21]=1)=[CH:10][CH:9]=2)=[O:5])[CH3:2]. The yield is 0.830. (3) The reactants are [NH2:1][C:2]1[C:7]([C:8]2[O:12][N:11]=[C:10]([CH2:13][C:14]3[CH:19]=[CH:18][C:17]([OH:20])=[CH:16][CH:15]=3)[CH:9]=2)=[CH:6][C:5]([F:21])=[CH:4][N:3]=1.O1CCCC1.[OH-].[Na+].Cl[CH2:30][C:31]1[CH:36]=[CH:35][C:34]([F:37])=[CH:33][N:32]=1. The catalyst is CN(C)C=O. The product is [F:21][C:5]1[CH:6]=[C:7]([C:8]2[O:12][N:11]=[C:10]([CH2:13][C:14]3[CH:19]=[CH:18][C:17]([O:20][CH2:30][C:31]4[CH:36]=[CH:35][C:34]([F:37])=[CH:33][N:32]=4)=[CH:16][CH:15]=3)[CH:9]=2)[C:2]([NH2:1])=[N:3][CH:4]=1. The yield is 0.890. (4) The reactants are [O:1]([C:8]1[CH:20]=[CH:19][C:11]2[NH:12]C(=O)[NH:14][S:15](=[O:17])(=[O:16])[C:10]=2[CH:9]=1)[C:2]1[CH:7]=[CH:6][CH:5]=[CH:4][CH:3]=1.[OH-].[Na+]. The catalyst is OS(O)(=O)=O. The product is [NH2:12][C:11]1[CH:19]=[CH:20][C:8]([O:1][C:2]2[CH:3]=[CH:4][CH:5]=[CH:6][CH:7]=2)=[CH:9][C:10]=1[S:15]([NH2:14])(=[O:16])=[O:17]. The yield is 0.240. (5) The reactants are [CH3:1][CH:2]([C:8]([O:10]CC)=[O:9])[C:3]([O:5][CH2:6][CH3:7])=[O:4].C(=O)([O-])[O-:14].[Cs+].[Cs+]. The catalyst is CN(C)C=O. The product is [CH2:6]([O:5][C:3](=[O:4])[C:2]([OH:14])([CH3:1])[C:8]([OH:10])=[O:9])[CH3:7]. The yield is 0.700. (6) The reactants are [CH:1]1([O:6][C:7]2[CH:13]=[C:12]([CH3:14])[CH:11]=[CH:10][C:8]=2[NH2:9])[CH2:5][CH2:4][CH2:3][CH2:2]1.[CH2:15](OC(=O)CC1N=C(N)SC=1)C.[CH2:27]([O:29][C:30](=[O:53])[CH2:31][C:32]1[N:33]=[C:34]([NH:37][C:38]([NH:40][C:41]2[CH:46]=[CH:45][C:44]([CH3:47])=[CH:43][C:42]=2[O:48][CH2:49][CH:50]2[CH2:52][CH2:51]2)=[O:39])[S:35][CH:36]=1)[CH3:28]. No catalyst specified. The product is [CH2:27]([O:29][C:30](=[O:53])[CH2:31][C:32]1[N:33]=[C:34]([NH:37][C:38]([NH:9][C:8]2[CH:10]=[CH:11][C:12]([CH3:14])=[CH:13][C:7]=2[O:6][CH:1]2[CH2:5][CH2:4][CH2:3][CH2:2]2)=[O:39])[S:35][CH:36]=1)[CH3:28].[CH:49]1([O:48][C:42]2[CH:43]=[C:44]([CH3:47])[CH:45]=[CH:46][C:41]=2[NH:40][C:38](=[O:39])[NH:37][C:34]2[S:35][CH:36]=[C:32]([CH2:31][C:30]([OH:29])=[O:53])[N:33]=2)[CH2:15][CH2:51][CH2:52][CH2:50]1. The yield is 0.620. (7) The reactants are [NH2:1][C:2]1[O:6][N:5]=[C:4]([CH3:7])[C:3]=1[Br:8].[H-].[Na+].[C:11]([C:15]1[CH:20]=[CH:19][C:18]([S:21](Cl)(=[O:23])=[O:22])=[CH:17][CH:16]=1)([CH3:14])([CH3:13])[CH3:12].Cl. The catalyst is C1COCC1.O.CO. The product is [C:11]([C:15]1[CH:20]=[CH:19][C:18]([S:21]([NH:1][C:2]2[O:6][N:5]=[C:4]([CH3:7])[C:3]=2[Br:8])(=[O:23])=[O:22])=[CH:17][CH:16]=1)([CH3:14])([CH3:12])[CH3:13]. The yield is 0.210. (8) The reactants are [NH:1]1[CH2:5][CH2:4][CH2:3][C:2]1=[O:6].[H-].[Na+].[CH2:9]([O:16][C:17](=[O:20])[CH2:18]Br)[C:10]1[CH:15]=[CH:14][CH:13]=[CH:12][CH:11]=1. The catalyst is CN(C=O)C.[I-].C([N+](CCCC)(CCCC)CCCC)CCC.[Cl-].[Na+].O. The product is [CH2:9]([O:16][C:17](=[O:20])[CH2:18][N:1]1[CH2:5][CH2:4][CH2:3][C:2]1=[O:6])[C:10]1[CH:15]=[CH:14][CH:13]=[CH:12][CH:11]=1. The yield is 0.240. (9) The reactants are [OH:1][CH:2]([C:6]1[CH:11]=[CH:10][C:9]([C:12]2[N:16]=[C:15]([C:17]3[O:21][N:20]=[C:19]([C:22]4[CH:27]=[CH:26][CH:25]=[CH:24][CH:23]=4)[C:18]=3[C:28]([F:31])([F:30])[F:29])[O:14][N:13]=2)=[CH:8][CH:7]=1)[C:3](O)=[O:4].[NH2:32][CH:33]([C:37]#[N:38])[C:34]([NH2:36])=[O:35].CN1CCOCC1.CN(C(ON1N=NC2C=CC=NC1=2)=[N+](C)C)C.F[P-](F)(F)(F)(F)F. The catalyst is CN(C=O)C. The product is [NH2:36][C:34](=[O:35])[CH:33]([NH:32][C:3](=[O:4])[CH:2]([OH:1])[C:6]1[CH:11]=[CH:10][C:9]([C:12]2[N:16]=[C:15]([C:17]3[O:21][N:20]=[C:19]([C:22]4[CH:27]=[CH:26][CH:25]=[CH:24][CH:23]=4)[C:18]=3[C:28]([F:30])([F:31])[F:29])[O:14][N:13]=2)=[CH:8][CH:7]=1)[C:37]#[N:38]. The yield is 0.286. (10) The reactants are [F:1][C:2]1[CH:23]=[C:22]([N+:24]([O-:26])=[O:25])[CH:21]=[CH:20][C:3]=1[O:4][C:5]1[CH:10]=[CH:9][N:8]=[C:7]2[CH:11]=[C:12]([C:14]([NH:16][N:17]([CH3:19])[CH3:18])=[O:15])[S:13][C:6]=12.Cl[C:28]1C=CN=C2C=C(C(N(C)N(C)C)=O)SC=12. No catalyst specified. The product is [F:1][C:2]1[CH:23]=[C:22]([N+:24]([O-:26])=[O:25])[CH:21]=[CH:20][C:3]=1[O:4][C:5]1[CH:10]=[CH:9][N:8]=[C:7]2[CH:11]=[C:12]([C:14]([N:16]([CH3:28])[N:17]([CH3:19])[CH3:18])=[O:15])[S:13][C:6]=12. The yield is 0.660.